This data is from Peptide-MHC class II binding affinity with 134,281 pairs from IEDB. The task is: Regression. Given a peptide amino acid sequence and an MHC pseudo amino acid sequence, predict their binding affinity value. This is MHC class II binding data. (1) The peptide sequence is YDKFLANVSTVLTGN. The MHC is DRB1_0101 with pseudo-sequence DRB1_0101. The binding affinity (normalized) is 1.00. (2) The peptide sequence is NNGGDAMYMALIAAF. The MHC is DRB1_0401 with pseudo-sequence DRB1_0401. The binding affinity (normalized) is 0.337. (3) The peptide sequence is SEIEEFRDRARVPLT. The MHC is DRB1_0701 with pseudo-sequence DRB1_0701. The binding affinity (normalized) is 0.433. (4) The peptide sequence is DRVVFVLWAHGFELT. The MHC is DRB1_0101 with pseudo-sequence DRB1_0101. The binding affinity (normalized) is 0.937. (5) The peptide sequence is GEVLNALAYDVPIPG. The MHC is DRB3_0202 with pseudo-sequence DRB3_0202. The binding affinity (normalized) is 0.235. (6) The peptide sequence is SGFIGFCKSMGSKCV. The MHC is DRB1_0401 with pseudo-sequence DRB1_0401. The binding affinity (normalized) is 0.733. (7) The peptide sequence is AAFTAGTTVYGAFAA. The MHC is HLA-DPA10103-DPB10401 with pseudo-sequence HLA-DPA10103-DPB10401. The binding affinity (normalized) is 0.184. (8) The peptide sequence is GWGNGCGLFGKGSIV. The MHC is DRB1_1101 with pseudo-sequence DRB1_1101. The binding affinity (normalized) is 0. (9) The peptide sequence is AHGETVSAVAELIGD. The MHC is DRB3_0202 with pseudo-sequence DRB3_0202. The binding affinity (normalized) is 0. (10) The peptide sequence is RPFFHPVGEADYFEYHQEGGPDGEPD. The MHC is DRB4_0101 with pseudo-sequence DRB4_0103. The binding affinity (normalized) is 0.